From a dataset of Forward reaction prediction with 1.9M reactions from USPTO patents (1976-2016). Predict the product of the given reaction. (1) Given the reactants [CH3:1][C@@H:2]([C@H:5]1[O:9][C:8](=[O:10])[NH:7][C@@H:6]1[CH2:11][CH2:12][OH:13])[CH:3]=[CH2:4].CC(C)=[O:16], predict the reaction product. The product is: [CH3:1][C@@H:2]([C@H:5]1[O:9][C:8](=[O:10])[NH:7][C@@H:6]1[CH2:11][C:12]([OH:16])=[O:13])[CH:3]=[CH2:4]. (2) Given the reactants [S:1]1[C:5]2[CH:6]=[CH:7][CH:8]=[CH:9][C:4]=2[N:3]=[C:2]1[C:10]1[C:11]([NH2:17])=[N:12][CH:13]=[C:14](Br)[CH:15]=1.C([N:25]1[C:33]2[C:28](=[CH:29][CH:30]=[CH:31][CH:32]=2)[CH:27]=[C:26]1B(O)O)(OC(C)(C)C)=O.C(=O)([O-])[O-].[K+].[K+], predict the reaction product. The product is: [S:1]1[C:5]2[CH:6]=[CH:7][CH:8]=[CH:9][C:4]=2[N:3]=[C:2]1[C:10]1[C:11]([NH2:17])=[N:12][CH:13]=[C:14]([C:26]2[NH:25][C:33]3[C:28]([CH:27]=2)=[CH:29][CH:30]=[CH:31][CH:32]=3)[CH:15]=1. (3) Given the reactants [C:1](O)(=O)/C=C\C(O)=O.[C:9]([O:16][CH3:17])(=[O:15])/[CH:10]=[CH:11]\[C:12]([O-:14])=[O:13].C1(=O)OC(=O)C=C1, predict the reaction product. The product is: [C:12]([O:14][CH3:1])(=[O:13])/[CH:11]=[CH:10]\[C:9]([O:16][CH3:17])=[O:15]. (4) Given the reactants S1[CH2:6][CH:5]=[C:4]([C:7]2[C:8]([NH2:19])=[CH:9][C:10]([N:13]3[CH2:18][CH2:17][O:16][CH2:15][CH2:14]3)=[N:11][CH:12]=2)[CH2:3][CH2:2]1.CO.O[O:23][S:24]([O-:26])=O.[K+], predict the reaction product. The product is: [O:23]=[S:24]1(=[O:26])[CH2:2][CH:3]=[C:4]([C:7]2[C:8]([NH2:19])=[CH:9][C:10]([N:13]3[CH2:14][CH2:15][O:16][CH2:17][CH2:18]3)=[N:11][CH:12]=2)[CH2:5][CH2:6]1. (5) Given the reactants [Cl:1][C:2]1[CH:10]=[C:6]([C:7]([OH:9])=O)[C:5]([OH:11])=[CH:4][CH:3]=1.[F:12][C:13]([F:22])([F:21])[C:14]1[CH:15]=[C:16]([CH:18]=[CH:19][CH:20]=1)[NH2:17].P(Cl)(Cl)Cl.C(Cl)Cl, predict the reaction product. The product is: [F:12][C:13]([F:21])([F:22])[C:14]1[CH:15]=[C:16]([NH:17][C:7](=[O:9])[C:6]2[CH:10]=[C:2]([Cl:1])[CH:3]=[CH:4][C:5]=2[OH:11])[CH:18]=[CH:19][CH:20]=1.